Predict which catalyst facilitates the given reaction. From a dataset of Catalyst prediction with 721,799 reactions and 888 catalyst types from USPTO. (1) Product: [Si:1]([O:8][C:9]([CH3:18])([CH3:17])[CH2:10][N:11]1[CH:15]=[C:14]([Sn:24]([CH3:26])([CH3:25])[CH3:23])[N:13]=[CH:12]1)([C:4]([CH3:7])([CH3:6])[CH3:5])([CH3:3])[CH3:2]. The catalyst class is: 2. Reactant: [Si:1]([O:8][C:9]([CH3:18])([CH3:17])[CH2:10][N:11]1[CH:15]=[C:14](I)[N:13]=[CH:12]1)([C:4]([CH3:7])([CH3:6])[CH3:5])([CH3:3])[CH3:2].C([Mg]Br)C.[CH3:23][Sn:24](Cl)([CH3:26])[CH3:25]. (2) Reactant: [N:1]([CH:4]([C:6]1[N:7]=[C:8]2[S:23][CH:22]=[CH:21][N:9]2[C:10](=[O:20])[C:11]=1[C:12]1[CH:17]=[C:16]([F:18])[CH:15]=[C:14]([F:19])[CH:13]=1)[CH3:5])=[N+]=[N-].CP(C)C.C(OCC)(=O)C. Product: [NH2:1][CH:4]([C:6]1[N:7]=[C:8]2[S:23][CH:22]=[CH:21][N:9]2[C:10](=[O:20])[C:11]=1[C:12]1[CH:17]=[C:16]([F:18])[CH:15]=[C:14]([F:19])[CH:13]=1)[CH3:5]. The catalyst class is: 30. (3) Reactant: [F:1][C:2]1[CH:3]=[C:4]2[C:8](=[CH:9][CH:10]=1)[NH:7][C:6](=[O:11])[C:5]2=[CH:12][C:13]1[CH:14]=[C:15]([CH:27]=[CH:28][CH:29]=1)[C:16]([NH:18][CH2:19][CH2:20][CH2:21][CH2:22][CH2:23][C:24](O)=[O:25])=[O:17].C(N(CC)CC)C.ClC(OCC)=O.[NH2:43][OH:44]. Product: [F:1][C:2]1[CH:3]=[C:4]2[C:8](=[CH:9][CH:10]=1)[NH:7][C:6](=[O:11])[C:5]2=[CH:12][C:13]1[CH:14]=[C:15]([CH:27]=[CH:28][CH:29]=1)[C:16]([NH:18][CH2:19][CH2:20][CH2:21][CH2:22][CH2:23][C:24]([NH:43][OH:44])=[O:25])=[O:17]. The catalyst class is: 650. (4) Reactant: [C:1]([N:5]1[CH:9]=[C:8]([C:10]([OH:12])=[O:11])[CH:7]=[N:6]1)([CH3:4])([CH3:3])[CH3:2].C([Li])CCC.[Cl:18]C(Cl)(Cl)C(Cl)(Cl)Cl.O. Product: [C:1]([N:5]1[C:9]([Cl:18])=[C:8]([C:10]([OH:12])=[O:11])[CH:7]=[N:6]1)([CH3:4])([CH3:2])[CH3:3]. The catalyst class is: 7. (5) Reactant: C([N-]C(C)C)(C)C.[Li+].[C:9]1([C:19]2[CH:27]=[CH:26][CH:25]=[C:24]3[C:20]=2[CH2:21][CH2:22][C:23]3=[O:28])[C:18]2[C:13](=[CH:14][CH:15]=[CH:16][CH:17]=2)[CH:12]=[CH:11][CH:10]=1.Br[CH2:30][C:31]1[CH:40]=[CH:39][C:34]([C:35]([O:37][CH3:38])=[O:36])=[CH:33][CH:32]=1. Product: [C:9]1([C:19]2[CH:27]=[CH:26][CH:25]=[C:24]3[C:20]=2[CH2:21][CH:22]([CH2:30][C:31]2[CH:40]=[CH:39][C:34]([C:35]([O:37][CH3:38])=[O:36])=[CH:33][CH:32]=2)[C:23]3=[O:28])[C:18]2[C:13](=[CH:14][CH:15]=[CH:16][CH:17]=2)[CH:12]=[CH:11][CH:10]=1. The catalyst class is: 1. (6) Reactant: [C:1]1([C:23]2[CH:28]=[CH:27][CH:26]=[CH:25][CH:24]=2)[CH:6]=[CH:5][C:4]([CH2:7][C@@H:8]([NH:15][C:16]([O:18][C:19]([CH3:22])([CH3:21])[CH3:20])=[O:17])[CH2:9][C@@H:10]([OH:14])[C:11]([OH:13])=[O:12])=[CH:3][CH:2]=1.C(=O)([O-])[O-].[Cs+].[Cs+].Cl[CH2:36][C:37]1[O:38][C:39](=[O:43])[O:40][C:41]=1[CH3:42].CCOC(C)=O. Product: [CH3:42][C:41]1[O:40][C:39](=[O:43])[O:38][C:37]=1[CH2:36][O:12][C:11](=[O:13])[C@H:10]([OH:14])[CH2:9][C@H:8]([NH:15][C:16]([O:18][C:19]([CH3:22])([CH3:21])[CH3:20])=[O:17])[CH2:7][C:4]1[CH:3]=[CH:2][C:1]([C:23]2[CH:24]=[CH:25][CH:26]=[CH:27][CH:28]=2)=[CH:6][CH:5]=1. The catalyst class is: 3.